From a dataset of Reaction yield outcomes from USPTO patents with 853,638 reactions. Predict the reaction yield, written as a fraction of the theoretical maximum amount of product (1.0 means a 100% yield; for example, 0.34 means a 34% yield). (1) The reactants are Cl[C:2]1[CH:3]=[C:4]([NH:10][C:11]2[CH:16]=[CH:15][N:14]=[C:13]([CH3:17])[N:12]=2)[C:5]([O:8][CH3:9])=[N:6][CH:7]=1.[C:18]([O:21][CH2:22][C:23]1[C:24]([N:32]2[CH2:43][CH2:42][N:41]3[C:34](=[CH:35][C:36]4[CH2:37][C:38]([CH3:45])([CH3:44])[CH2:39][C:40]=43)[C:33]2=[O:46])=[N:25][CH:26]=[CH:27][C:28]=1B(O)O)(=[O:20])[CH3:19].C1(P(C2CCCCC2)C2CCCCC2)CCCCC1.C([O-])([O-])=O.[Cs+].[Cs+]. The catalyst is C1C=CC(/C=C/C(/C=C/C2C=CC=CC=2)=O)=CC=1.C1C=CC(/C=C/C(/C=C/C2C=CC=CC=2)=O)=CC=1.C1C=CC(/C=C/C(/C=C/C2C=CC=CC=2)=O)=CC=1.[Pd].[Pd].O.O1CCOCC1. The product is [C:18]([O:21][CH2:22][C:23]1[C:24]([N:32]2[CH2:43][CH2:42][N:41]3[C:34](=[CH:35][C:36]4[CH2:37][C:38]([CH3:45])([CH3:44])[CH2:39][C:40]=43)[C:33]2=[O:46])=[N:25][CH:26]=[CH:27][C:28]=1[C:2]1[CH:7]=[N:6][C:5]([O:8][CH3:9])=[C:4]([NH:10][C:11]2[CH:16]=[CH:15][N:14]=[C:13]([CH3:17])[N:12]=2)[CH:3]=1)(=[O:20])[CH3:19]. The yield is 0.250. (2) The reactants are C[O:2][C:3](=O)[CH2:4][N:5]([CH3:19])[C:6]1[C:15]([N+:16]([O-])=O)=[CH:14][C:9]([C:10]([O:12][CH3:13])=[O:11])=[CH:8][N:7]=1.P(OC1C=CC=CC=1)(OC1C=CC=CC=1)OC1C=CC=CC=1.[H][H]. The catalyst is ClCCl.[NH4+].[O-][V](=O)=O.[Pt]. The product is [CH3:19][N:5]1[CH2:4][C:3](=[O:2])[NH:16][C:15]2[CH:14]=[C:9]([C:10]([O:12][CH3:13])=[O:11])[CH:8]=[N:7][C:6]1=2. The yield is 0.680. (3) The reactants are [CH:1]12[CH2:7][CH:4]([CH:5]=[CH:6]1)[CH2:3][CH:2]2[CH:8]([OH:19])[C:9]([F:18])([F:17])[C:10](O)([OH:15])[C:11]([F:14])([F:13])[F:12]. The catalyst is C1(C)C=CC=CC=1. The product is [OH:19][CH:8]([CH:2]1[CH2:3][CH:4]2[CH2:7][CH:1]1[CH:6]=[CH:5]2)[C:9]([F:17])([F:18])[C:10](=[O:15])[C:11]([F:13])([F:14])[F:12]. The yield is 1.00.